This data is from Forward reaction prediction with 1.9M reactions from USPTO patents (1976-2016). The task is: Predict the product of the given reaction. (1) Given the reactants F[C:2]1[CH:9]=[CH:8][C:7]([I:10])=[CH:6][C:3]=1[CH:4]=[O:5].[CH3:11][N:12]1[C:16]([CH3:17])=[C:15]([OH:18])[C:14]([CH3:19])=[N:13]1.C([O-])([O-])=O.[K+].[K+], predict the reaction product. The product is: [I:10][C:7]1[CH:8]=[CH:9][C:2]([O:18][C:15]2[C:14]([CH3:19])=[N:13][N:12]([CH3:11])[C:16]=2[CH3:17])=[C:3]([CH:6]=1)[CH:4]=[O:5]. (2) Given the reactants [F:1][C:2]1[C:10]([C:11]#[N:12])=[C:9]2[C:5]([C:6]([CH:13]=O)=[CH:7][NH:8]2)=[CH:4][CH:3]=1.[CH2:15]([O:17][C:18](=[O:39])[CH:19]=P(C1C=CC=CC=1)(C1C=CC=CC=1)C1C=CC=CC=1)[CH3:16], predict the reaction product. The product is: [C:11]([C:10]1[C:2]([F:1])=[CH:3][CH:4]=[C:5]2[C:9]=1[NH:8][CH:7]=[C:6]2/[CH:13]=[CH:19]/[C:18]([O:17][CH2:15][CH3:16])=[O:39])#[N:12]. (3) Given the reactants [CH3:1][C:2]([CH3:24])([CH3:23])[CH2:3][N:4]1[C:8]2[N:9]=[C:10]([C:13]#[N:14])[N:11]=[CH:12][C:7]=2[CH:6]=[C:5]1[CH2:15][N:16]1[CH2:21][CH2:20][C:19](=O)[CH2:18][CH2:17]1.[N:25]1([CH2:30][CH2:31][CH2:32][NH2:33])[CH:29]=[CH:28][N:27]=[CH:26]1.C(N(CC)CC)C.[O-]S([O-])(=O)=O.[Mg+2].[BH4-].[Na+], predict the reaction product. The product is: [CH3:1][C:2]([CH3:24])([CH3:23])[CH2:3][N:4]1[C:8]2[N:9]=[C:10]([C:13]#[N:14])[N:11]=[CH:12][C:7]=2[CH:6]=[C:5]1[CH2:15][N:16]1[CH2:21][CH2:20][CH:19]([NH:33][CH2:32][CH2:31][CH2:30][N:25]2[CH:29]=[CH:28][N:27]=[CH:26]2)[CH2:18][CH2:17]1.